Dataset: Forward reaction prediction with 1.9M reactions from USPTO patents (1976-2016). Task: Predict the product of the given reaction. (1) Given the reactants [NH2:1][CH2:2][C@@H:3]([C:5]1[CH:10]=[CH:9][CH:8]=[CH:7][CH:6]=1)[OH:4].[CH3:11][C:12]([O:15][C:16](=O)[O:17]C(C)(C)C)([CH3:14])[CH3:13].C(N(CC)CC)C, predict the reaction product. The product is: [OH:4][C@H:3]([C:5]1[CH:10]=[CH:9][CH:8]=[CH:7][CH:6]=1)[CH2:2][NH:1][C:16](=[O:17])[O:15][C:12]([CH3:14])([CH3:13])[CH3:11]. (2) Given the reactants [F:1][C@H:2]1[C@@H:8]([OH:9])[CH2:7][CH2:6][N:5]([C:10]([O:12][C:13]([CH3:16])([CH3:15])[CH3:14])=[O:11])[CH2:4][CH2:3]1.[N+:17]([C:20]1[CH:25]=[CH:24][C:23]([S:26](Cl)(=[O:28])=[O:27])=[CH:22][CH:21]=1)([O-:19])=[O:18].CCN(CC)CC, predict the reaction product. The product is: [F:1][C@H:2]1[C@@H:8]([O:9][S:26]([C:23]2[CH:22]=[CH:21][C:20]([N+:17]([O-:19])=[O:18])=[CH:25][CH:24]=2)(=[O:27])=[O:28])[CH2:7][CH2:6][N:5]([C:10]([O:12][C:13]([CH3:16])([CH3:15])[CH3:14])=[O:11])[CH2:4][CH2:3]1. (3) Given the reactants CC1N(CCC2C=CC=CC=2)C(C)=CC=1.[CH:16]([C:18]1[C:22]([CH:23]=[O:24])=[C:21]([CH3:25])[N:20]([CH2:26][CH2:27][C:28]2[CH:33]=[CH:32][CH:31]=[CH:30][CH:29]=2)[C:19]=1[CH3:34])=[O:17].CN(C=O)C.O=P(Cl)(Cl)Cl.C([O-])(=O)C.[Na+], predict the reaction product. The product is: [CH:16]([C:18]1[C:22]([CH:23]=[O:24])=[C:21]([CH3:25])[N:20]([CH2:26][CH2:27][C:28]2[CH:29]=[CH:30][CH:31]=[CH:32][CH:33]=2)[C:19]=1[CH3:34])=[O:17]. (4) Given the reactants [Br:1][C:2]1[C:11]2[C:6](=[CH:7][CH:8]=[CH:9][CH:10]=2)[CH:5]=[C:4]([S:12]([C:14]2[CH:19]=[CH:18][C:17]([F:20])=[CH:16][CH:15]=2)=[O:13])[N:3]=1.C1C=C(Cl)C=C(C(OO)=[O:29])C=1, predict the reaction product. The product is: [Br:1][C:2]1[C:11]2[C:6](=[CH:7][CH:8]=[CH:9][CH:10]=2)[CH:5]=[C:4]([S:12]([C:14]2[CH:19]=[CH:18][C:17]([F:20])=[CH:16][CH:15]=2)(=[O:29])=[O:13])[N:3]=1. (5) Given the reactants [C:1]([O:4][CH2:5][C:6]1[CH2:13][S:12][C@@H:11]2[N:8]([C:9](=[O:19])[C@H:10]2[NH:14][C:15](=[O:18])[CH2:16]Cl)[C:7]=1[C:20]([O:22][CH3:23])=[O:21])(=[O:3])[CH3:2].C(N(CC)CC)C.C(N(C(C)C)CC)(C)C.[N:40]1[CH:45]=[CH:44][CH:43]=[CH:42][C:41]=1[CH2:46][NH:47][CH2:48][C:49]1[CH:54]=[CH:53][CH:52]=[CH:51][N:50]=1, predict the reaction product. The product is: [C:1]([O:4][CH2:5][C:6]1[CH2:13][S:12][C@@H:11]2[N:8]([C:9](=[O:19])[C@H:10]2[NH:14][C:15](=[O:18])[CH2:16][N:47]([CH2:46][C:41]2[CH:42]=[CH:43][CH:44]=[CH:45][N:40]=2)[CH2:48][C:49]2[CH:54]=[CH:53][CH:52]=[CH:51][N:50]=2)[C:7]=1[C:20]([O:22][CH3:23])=[O:21])(=[O:3])[CH3:2].